From a dataset of Full USPTO retrosynthesis dataset with 1.9M reactions from patents (1976-2016). Predict the reactants needed to synthesize the given product. (1) Given the product [CH2:20]([O:19][C:16]1[CH:17]=[CH:18][C:13]([C:10]2[CH:11]=[CH:12][C:7]([B:32]([OH:35])[OH:33])=[CH:8][CH:9]=2)=[CH:14][CH:15]=1)[CH2:21][CH2:22][CH2:23][CH2:24][CH2:25][CH2:26][CH2:27][CH2:28][CH2:29][CH2:30][CH3:31], predict the reactants needed to synthesize it. The reactants are: C([Li])CCC.Br[C:7]1[CH:12]=[CH:11][C:10]([C:13]2[CH:18]=[CH:17][C:16]([O:19][CH2:20][CH2:21][CH2:22][CH2:23][CH2:24][CH2:25][CH2:26][CH2:27][CH2:28][CH2:29][CH2:30][CH3:31])=[CH:15][CH:14]=2)=[CH:9][CH:8]=1.[B:32](OC)([O:35]C)[O:33]C.Cl. (2) Given the product [CH:20]([N:8]1[C:6]2=[N:7][CH:2]=[CH:3][CH:4]=[C:5]2[O:10][C:9]1=[O:11])=[CH:19][C:13]1[CH:18]=[CH:17][CH:16]=[CH:15][CH:14]=1, predict the reactants needed to synthesize it. The reactants are: Br[C:2]1[N:7]=[C:6]2[NH:8][C:9](=[O:11])[O:10][C:5]2=[CH:4][CH:3]=1.O.[C:13]1([CH:19]=[CH:20]B(O)O)[CH:18]=[CH:17][CH:16]=[CH:15][CH:14]=1.C(=O)([O-])[O-].[K+].[K+]. (3) The reactants are: [C:1]1([CH3:11])[CH:6]=[C:5]([CH3:7])[CH:4]=[C:3]([CH3:8])[C:2]=1[CH2:9][NH2:10].[Br:12][C:13]1[CH:14]=[CH:15][C:16]2[N:17]([CH:19]=[C:20]([C:22](OCC)=[O:23])[N:21]=2)[CH:18]=1. Given the product [Br:12][C:13]1[CH:14]=[CH:15][C:16]2[N:17]([CH:19]=[C:20]([C:22]([NH:10][CH2:9][C:2]3[C:1]([CH3:11])=[CH:6][C:5]([CH3:7])=[CH:4][C:3]=3[CH3:8])=[O:23])[N:21]=2)[CH:18]=1, predict the reactants needed to synthesize it.